From a dataset of Reaction yield outcomes from USPTO patents with 853,638 reactions. Predict the reaction yield, written as a fraction of the theoretical maximum amount of product (1.0 means a 100% yield; for example, 0.34 means a 34% yield). (1) The reactants are [F:1][C:2]1[CH:3]=[CH:4][C:5]2[NH:11][C:10]3[CH:12]=[CH:13][C:14]([CH:16]([CH3:18])[CH3:17])=[CH:15][C:9]=3[C:8]([N:19]3[CH2:24][CH2:23][NH:22][C@@H:21]([CH2:25][CH2:26][C:27]4[CH:32]=[CH:31][C:30]([F:33])=[CH:29][CH:28]=4)[CH2:20]3)=[N:7][C:6]=2[CH:34]=1.[C:35]([O:38][BH-]([O:38][C:35](=[O:37])[CH3:36])[O:38][C:35](=[O:37])[CH3:36])(=[O:37])[CH3:36].[Na+].[CH2:49]=[O:50].[Cl-].[Na+].[OH2:53]. The catalyst is ClCCl. The product is [C:35]([OH:38])(=[O:37])[CH2:36][CH2:2][C:49]([OH:53])=[O:50].[F:1][C:2]1[CH:3]=[CH:4][C:5]2[NH:11][C:10]3[CH:12]=[CH:13][C:14]([CH:16]([CH3:18])[CH3:17])=[CH:15][C:9]=3[C:8]([N:19]3[CH2:24][CH2:23][N:22]([CH3:35])[C@@H:21]([CH2:25][CH2:26][C:27]4[CH:28]=[CH:29][C:30]([F:33])=[CH:31][CH:32]=4)[CH2:20]3)=[N:7][C:6]=2[CH:34]=1. The yield is 0.470. (2) The product is [ClH:28].[O:11]1[C:12]2[C:18]([C:19]([OH:21])=[O:20])=[CH:17][CH:16]=[CH:15][C:13]=2[CH2:14][NH:8][CH2:9][CH2:10]1. The yield is 0.836. The catalyst is C(OCC)(=O)C. The reactants are C(OC([N:8]1[CH2:14][C:13]2[CH:15]=[CH:16][CH:17]=[C:18]([C:19]([OH:21])=[O:20])[C:12]=2[O:11][CH2:10][CH2:9]1)=O)(C)(C)C.C(OCC)(=O)C.[ClH:28]. (3) The reactants are C(N(CC)CC)C.P(Cl)(Cl)([Cl:10])=O.O[C:14]1[C:23]2[C:18](=[CH:19][CH:20]=[CH:21][CH:22]=2)[NH:17][C:16](=[O:24])[C:15]=1[C:25]([N:27]([CH2:37][C:38]1[CH:43]=[CH:42][C:41]([O:44][CH3:45])=[CH:40][CH:39]=1)[CH2:28][C:29]1[CH:34]=[CH:33][C:32]([O:35][CH3:36])=[CH:31][CH:30]=1)=[O:26]. No catalyst specified. The product is [Cl:10][C:14]1[C:23]2[C:18](=[CH:19][CH:20]=[CH:21][CH:22]=2)[NH:17][C:16](=[O:24])[C:15]=1[C:25]([N:27]([CH2:37][C:38]1[CH:43]=[CH:42][C:41]([O:44][CH3:45])=[CH:40][CH:39]=1)[CH2:28][C:29]1[CH:34]=[CH:33][C:32]([O:35][CH3:36])=[CH:31][CH:30]=1)=[O:26]. The yield is 0.670. (4) The reactants are C(OC([N:8]1[CH2:13][CH2:12][CH:11]([CH2:14][O:15][C:16]2[CH:25]=[C:24]3[C:19]([C:20]([NH:26][C:27]4[C:32]([F:33])=[CH:31][C:30]([Cl:34])=[CH:29][C:28]=4[F:35])=[N:21][CH:22]=[N:23]3)=[CH:18][C:17]=2[O:36][CH3:37])[CH2:10][CH2:9]1)=O)(C)(C)C.C(O)(C(F)(F)F)=O. The catalyst is C(Cl)Cl. The product is [Cl:34][C:30]1[CH:31]=[C:32]([F:33])[C:27]([NH:26][C:20]2[C:19]3[C:24](=[CH:25][C:16]([O:15][CH2:14][CH:11]4[CH2:12][CH2:13][NH:8][CH2:9][CH2:10]4)=[C:17]([O:36][CH3:37])[CH:18]=3)[N:23]=[CH:22][N:21]=2)=[C:28]([F:35])[CH:29]=1. The yield is 0.260. (5) The reactants are [CH3:1][O:2][C:3]1[CH:4]=[C:5]([CH:7]=[C:8]([O:10][CH3:11])[CH:9]=1)[NH2:6].[F:12][C:13]([F:20])([F:19])[C:14](OCC)=[O:15]. The catalyst is O1CCCC1. The product is [CH3:11][O:10][C:8]1[CH:7]=[C:5]([NH:6][C:14](=[O:15])[C:13]([F:20])([F:19])[F:12])[CH:4]=[C:3]([O:2][CH3:1])[CH:9]=1. The yield is 0.980. (6) The reactants are Cl[C:2]1[N:7]=[CH:6][C:5]([S:8]([NH2:11])(=[O:10])=[O:9])=[CH:4][CH:3]=1.[CH3:12][NH:13][CH3:14]. No catalyst specified. The product is [CH3:12][N:13]([CH3:14])[C:2]1[N:7]=[CH:6][C:5]([S:8]([NH2:11])(=[O:10])=[O:9])=[CH:4][CH:3]=1. The yield is 0.950. (7) The reactants are [OH:1][C:2]1[CH:7]=[C:6]([CH3:8])[C:5]([C:9]2[N:10]=[C:11]([NH:14][C:15](=[O:22])[C:16]3[CH:21]=[CH:20][N:19]=[CH:18][CH:17]=3)[S:12][CH:13]=2)=[C:4]([CH3:23])[CH:3]=1.C(=O)([O-])[O-].[Cs+].[Cs+].Br[C:31]1[CH:32]=[CH:33][C:34]([O:37]C)=[N:35][CH:36]=1. The catalyst is CN(C=O)C. The product is [OH:37][C:34]1[N:35]=[CH:36][C:31]([O:1][C:2]2[CH:3]=[C:4]([CH3:23])[C:5]([C:9]3[N:10]=[C:11]([NH:14][C:15](=[O:22])[C:16]4[CH:21]=[CH:20][N:19]=[CH:18][CH:17]=4)[S:12][CH:13]=3)=[C:6]([CH3:8])[CH:7]=2)=[CH:32][CH:33]=1. The yield is 0.380.